This data is from NCI-60 drug combinations with 297,098 pairs across 59 cell lines. The task is: Regression. Given two drug SMILES strings and cell line genomic features, predict the synergy score measuring deviation from expected non-interaction effect. (1) Drug 1: COC1=CC(=CC(=C1O)OC)C2C3C(COC3=O)C(C4=CC5=C(C=C24)OCO5)OC6C(C(C7C(O6)COC(O7)C8=CC=CS8)O)O. Drug 2: C1=C(C(=O)NC(=O)N1)F. Cell line: COLO 205. Synergy scores: CSS=72.2, Synergy_ZIP=-5.97, Synergy_Bliss=-6.95, Synergy_Loewe=2.55, Synergy_HSA=3.28. (2) Drug 1: C1CCN(CC1)CCOC2=CC=C(C=C2)C(=O)C3=C(SC4=C3C=CC(=C4)O)C5=CC=C(C=C5)O. Drug 2: CN(CC1=CN=C2C(=N1)C(=NC(=N2)N)N)C3=CC=C(C=C3)C(=O)NC(CCC(=O)O)C(=O)O. Cell line: M14. Synergy scores: CSS=9.59, Synergy_ZIP=-3.91, Synergy_Bliss=1.37, Synergy_Loewe=-12.0, Synergy_HSA=-1.93. (3) Drug 1: CC1=C2C(C(=O)C3(C(CC4C(C3C(C(C2(C)C)(CC1OC(=O)C(C(C5=CC=CC=C5)NC(=O)OC(C)(C)C)O)O)OC(=O)C6=CC=CC=C6)(CO4)OC(=O)C)O)C)O. Drug 2: C1C(C(OC1N2C=NC(=NC2=O)N)CO)O. Cell line: DU-145. Synergy scores: CSS=16.8, Synergy_ZIP=-7.02, Synergy_Bliss=-3.86, Synergy_Loewe=-0.330, Synergy_HSA=0.166. (4) Drug 1: COC1=C(C=C2C(=C1)N=CN=C2NC3=CC(=C(C=C3)F)Cl)OCCCN4CCOCC4. Drug 2: CC(CN1CC(=O)NC(=O)C1)N2CC(=O)NC(=O)C2. Cell line: UO-31. Synergy scores: CSS=39.8, Synergy_ZIP=-0.472, Synergy_Bliss=3.41, Synergy_Loewe=8.59, Synergy_HSA=9.52. (5) Drug 1: C1=C(C(=O)NC(=O)N1)N(CCCl)CCCl. Drug 2: C1=CC=C(C=C1)NC(=O)CCCCCCC(=O)NO. Cell line: NCI-H226. Synergy scores: CSS=23.1, Synergy_ZIP=-0.362, Synergy_Bliss=8.15, Synergy_Loewe=6.30, Synergy_HSA=8.12. (6) Drug 2: CC1=CC2C(CCC3(C2CCC3(C(=O)C)OC(=O)C)C)C4(C1=CC(=O)CC4)C. Synergy scores: CSS=29.6, Synergy_ZIP=15.6, Synergy_Bliss=18.8, Synergy_Loewe=-4.00, Synergy_HSA=15.5. Cell line: HL-60(TB). Drug 1: CC1C(C(CC(O1)OC2CC(CC3=C2C(=C4C(=C3O)C(=O)C5=C(C4=O)C(=CC=C5)OC)O)(C(=O)CO)O)N)O.Cl. (7) Drug 1: CCC1=CC2CC(C3=C(CN(C2)C1)C4=CC=CC=C4N3)(C5=C(C=C6C(=C5)C78CCN9C7C(C=CC9)(C(C(C8N6C)(C(=O)OC)O)OC(=O)C)CC)OC)C(=O)OC.C(C(C(=O)O)O)(C(=O)O)O. Drug 2: CC1=C(C(CCC1)(C)C)C=CC(=CC=CC(=CC(=O)O)C)C. Cell line: OVCAR-4. Synergy scores: CSS=19.8, Synergy_ZIP=-1.95, Synergy_Bliss=0.627, Synergy_Loewe=-17.1, Synergy_HSA=-0.827. (8) Drug 1: CN(C)C1=NC(=NC(=N1)N(C)C)N(C)C. Drug 2: C1=CC=C(C(=C1)C(C2=CC=C(C=C2)Cl)C(Cl)Cl)Cl. Cell line: COLO 205. Synergy scores: CSS=-8.29, Synergy_ZIP=1.95, Synergy_Bliss=-4.99, Synergy_Loewe=-12.9, Synergy_HSA=-11.8.